This data is from NCI-60 drug combinations with 297,098 pairs across 59 cell lines. The task is: Regression. Given two drug SMILES strings and cell line genomic features, predict the synergy score measuring deviation from expected non-interaction effect. (1) Drug 1: COC1=C(C=C2C(=C1)N=CN=C2NC3=CC(=C(C=C3)F)Cl)OCCCN4CCOCC4. Drug 2: CN1C2=C(C=C(C=C2)N(CCCl)CCCl)N=C1CCCC(=O)O.Cl. Cell line: SF-539. Synergy scores: CSS=10.1, Synergy_ZIP=-3.35, Synergy_Bliss=0.455, Synergy_Loewe=-1.19, Synergy_HSA=1.21. (2) Drug 1: C1=CC(=CC=C1CCCC(=O)O)N(CCCl)CCCl. Drug 2: CC1=CC=C(C=C1)C2=CC(=NN2C3=CC=C(C=C3)S(=O)(=O)N)C(F)(F)F. Cell line: COLO 205. Synergy scores: CSS=25.5, Synergy_ZIP=-11.5, Synergy_Bliss=-12.9, Synergy_Loewe=-16.4, Synergy_HSA=-13.3. (3) Drug 1: C1CC(C1)(C(=O)O)C(=O)O.[NH2-].[NH2-].[Pt+2]. Drug 2: C1=CC=C(C(=C1)C(C2=CC=C(C=C2)Cl)C(Cl)Cl)Cl. Cell line: SF-295. Synergy scores: CSS=16.9, Synergy_ZIP=-3.40, Synergy_Bliss=1.46, Synergy_Loewe=-7.66, Synergy_HSA=-1.12. (4) Drug 1: CC1C(C(CC(O1)OC2CC(CC3=C2C(=C4C(=C3O)C(=O)C5=C(C4=O)C(=CC=C5)OC)O)(C(=O)C)O)N)O.Cl. Drug 2: C1=NC(=NC(=O)N1C2C(C(C(O2)CO)O)O)N. Cell line: OVCAR-5. Synergy scores: CSS=15.5, Synergy_ZIP=-4.62, Synergy_Bliss=-1.01, Synergy_Loewe=-5.99, Synergy_HSA=-2.77. (5) Drug 1: CN(C)N=NC1=C(NC=N1)C(=O)N. Drug 2: CN1C2=C(C=C(C=C2)N(CCCl)CCCl)N=C1CCCC(=O)O.Cl. Cell line: SN12C. Synergy scores: CSS=-1.41, Synergy_ZIP=-0.116, Synergy_Bliss=1.09, Synergy_Loewe=-1.28, Synergy_HSA=-0.0105. (6) Drug 1: CC1=CC2C(CCC3(C2CCC3(C(=O)C)OC(=O)C)C)C4(C1=CC(=O)CC4)C. Drug 2: C1C(C(OC1N2C=C(C(=O)NC2=O)F)CO)O. Cell line: SNB-19. Synergy scores: CSS=20.0, Synergy_ZIP=1.000, Synergy_Bliss=-3.64, Synergy_Loewe=-28.0, Synergy_HSA=-9.17. (7) Drug 1: C(CC(=O)O)C(=O)CN.Cl. Drug 2: C1CC(=O)NC(=O)C1N2C(=O)C3=CC=CC=C3C2=O. Cell line: LOX IMVI. Synergy scores: CSS=19.4, Synergy_ZIP=-6.02, Synergy_Bliss=2.48, Synergy_Loewe=-1.02, Synergy_HSA=-1.90. (8) Drug 1: CC1=CC2C(CCC3(C2CCC3(C(=O)C)OC(=O)C)C)C4(C1=CC(=O)CC4)C. Drug 2: C(CCl)NC(=O)N(CCCl)N=O. Cell line: SF-268. Synergy scores: CSS=10.6, Synergy_ZIP=3.04, Synergy_Bliss=7.53, Synergy_Loewe=-4.41, Synergy_HSA=3.09.